Dataset: Reaction yield outcomes from USPTO patents with 853,638 reactions. Task: Predict the reaction yield, written as a fraction of the theoretical maximum amount of product (1.0 means a 100% yield; for example, 0.34 means a 34% yield). The reactants are Br[C:2]1[CH:10]=[CH:9][C:5]([C:6]([OH:8])=[O:7])=[CH:4][C:3]=1[CH3:11].C([Li])CCC.[CH3:17][C:18]([CH3:20])=[O:19].Cl. The catalyst is O1CCCC1.[OH-].[Na+]. The product is [OH:19][C:18]([C:2]1[CH:10]=[CH:9][C:5]([C:6]([OH:8])=[O:7])=[CH:4][C:3]=1[CH3:11])([CH3:20])[CH3:17]. The yield is 0.420.